Dataset: Catalyst prediction with 721,799 reactions and 888 catalyst types from USPTO. Task: Predict which catalyst facilitates the given reaction. (1) Reactant: S([O-])([O-])=O.[Na+].[Na+].[F:7][C:8]1[CH:9]=[C:10]([S:15](Cl)(=[O:17])=[O:16])[CH:11]=[CH:12][C:13]=1[F:14].[OH-].[Na+].OS(O)(=O)=O. Product: [F:7][C:8]1[CH:9]=[C:10]([S:15]([OH:17])=[O:16])[CH:11]=[CH:12][C:13]=1[F:14]. The catalyst class is: 127. (2) Reactant: [C:1]([O:5][C:6]([C:8]([C:33]([O:35][C:36]([CH3:39])([CH3:38])[CH3:37])=[O:34])([CH2:22][CH2:23][CH2:24][CH2:25][CH2:26][CH2:27][CH2:28][CH2:29][CH2:30][CH2:31][CH3:32])[CH2:9][CH2:10][CH2:11][CH2:12][CH2:13][CH2:14][CH2:15][CH2:16][CH2:17][CH2:18][C:19]([OH:21])=[O:20])=[O:7])([CH3:4])([CH3:3])[CH3:2].O[N:41]1[C:45](=[O:46])[CH2:44][CH2:43][C:42]1=[O:47].C1CCC(N=C=NC2CCCCC2)CC1. Product: [CH2:18]([C:19]([O:21][N:41]1[C:45](=[O:46])[CH2:44][CH2:43][C:42]1=[O:47])=[O:20])[CH2:17][CH2:16][CH2:15][CH2:14][CH2:13][CH2:12][CH2:11][CH2:10][CH2:9][C:8]([C:6]([O:5][C:1]([CH3:4])([CH3:2])[CH3:3])=[O:7])([C:33]([O:35][C:36]([CH3:38])([CH3:37])[CH3:39])=[O:34])[CH2:22][CH2:23][CH2:24][CH2:25][CH2:26][CH2:27][CH2:28][CH2:29][CH2:30][CH2:31][CH3:32]. The catalyst class is: 2.